Task: Predict the reactants needed to synthesize the given product.. Dataset: Full USPTO retrosynthesis dataset with 1.9M reactions from patents (1976-2016) (1) Given the product [OH:19][CH2:18][CH2:20][NH:21][C:7]([C:6]1[CH:11]=[C:12]([N+:14]([O-:16])=[O:15])[CH:13]=[C:4]([C:3]([NH:21][CH2:20][CH2:18][OH:19])=[O:17])[CH:5]=1)=[O:9], predict the reactants needed to synthesize it. The reactants are: CO[C:3](=[O:17])[C:4]1[CH:13]=[C:12]([N+:14]([O-:16])=[O:15])[CH:11]=[C:6]([C:7]([O:9]C)=O)[CH:5]=1.[CH2:18]([CH2:20][NH2:21])[OH:19]. (2) Given the product [Br:1][CH2:2][CH2:3][CH2:4][CH2:5][CH2:6][CH2:7][O:8][CH2:9][CH2:10][CH2:11][CH2:12][C:31]1[CH:40]=[C:39]2[C:34]([CH2:35][CH2:36][CH2:37][S:38]2(=[O:42])=[O:41])=[CH:33][CH:32]=1, predict the reactants needed to synthesize it. The reactants are: [Br:1][CH2:2][CH2:3][CH2:4][CH2:5][CH2:6][CH2:7][O:8][CH2:9][CH2:10][CH:11]=[CH2:12].C12BC(CCC1)CCC2.P([O-])([O-])([O-])=O.[K+].[K+].[K+].Br[C:31]1[CH:40]=[C:39]2[C:34]([CH2:35][CH2:36][CH2:37][S:38]2(=[O:42])=[O:41])=[CH:33][CH:32]=1. (3) Given the product [C:2]1([C:1]([C:8]2[CH:9]=[CH:10][CH:11]=[CH:12][CH:13]=2)=[N:14][N:15]=[C:17]([C:19]2[CH:20]=[CH:21][C:22]([C:25]([F:26])([F:27])[F:28])=[CH:23][CH:24]=2)[CH3:16])[CH:7]=[CH:6][CH:5]=[CH:4][CH:3]=1, predict the reactants needed to synthesize it. The reactants are: [C:1](=[N:14][NH2:15])([C:8]1[CH:13]=[CH:12][CH:11]=[CH:10][CH:9]=1)[C:2]1[CH:7]=[CH:6][CH:5]=[CH:4][CH:3]=1.[CH3:16][C:17]([C:19]1[CH:24]=[CH:23][C:22]([C:25]([F:28])([F:27])[F:26])=[CH:21][CH:20]=1)=O.C(Cl)(Cl)Cl. (4) Given the product [CH3:4][C:5]1[CH:6]=[C:7]2[C:11](=[CH:12][CH:13]=1)[C@@H:10]([OH:14])[CH:9]=[C:8]2[C:15]1[CH:20]=[CH:19][CH:18]=[CH:17][CH:16]=1, predict the reactants needed to synthesize it. The reactants are: S(C)C.[CH3:4][C:5]1[CH:6]=[C:7]2[C:11](=[CH:12][CH:13]=1)[C:10](=[O:14])[CH:9]=[C:8]2[C:15]1[CH:20]=[CH:19][CH:18]=[CH:17][CH:16]=1.CO. (5) Given the product [CH:1]1([C:7]2[CH:12]=[C:11]([O:13][CH3:14])[C:10]([OH:15])=[CH:9][C:8]=2[C:19](=[O:21])[CH3:20])[CH2:2][CH2:3][CH2:4][CH2:5][CH2:6]1, predict the reactants needed to synthesize it. The reactants are: [CH:1]1([C:7]2[CH:12]=[C:11]([O:13][CH3:14])[C:10]([O:15]C(C)C)=[CH:9][C:8]=2[C:19](=[O:21])[CH3:20])[CH2:6][CH2:5][CH2:4][CH2:3][CH2:2]1.[Al+3].[Cl-].[Cl-].[Cl-]. (6) Given the product [F:29][CH:30]([F:35])[S:31]([N:13]1[C:14]2[C:19](=[CH:18][CH:17]=[CH:16][C:15]=2[O:20][CH3:21])[CH:11]([C:5]2[N:4]=[C:3]([O:2][CH3:1])[N:8]=[C:7]([O:9][CH3:10])[N:6]=2)[C:12]1=[O:22])(=[O:33])=[O:32], predict the reactants needed to synthesize it. The reactants are: [CH3:1][O:2][C:3]1[N:8]=[C:7]([O:9][CH3:10])[N:6]=[C:5]([CH:11]2[C:19]3[C:14](=[C:15]([O:20][CH3:21])[CH:16]=[CH:17][CH:18]=3)[NH:13][C:12]2=[O:22])[N:4]=1.CN1C=CN=C1.[F:29][CH:30]([F:35])[S:31](Cl)(=[O:33])=[O:32].O. (7) The reactants are: [CH2:1]([C:5]1[N:6]=[C:7]([CH3:27])[NH:8][C:9](=[O:26])[C:10]=1[CH2:11][C:12]1[CH:17]=[CH:16][C:15]([C:18]2[C:19]([C:24]#[N:25])=[CH:20][CH:21]=[CH:22][CH:23]=2)=[CH:14][CH:13]=1)[CH2:2][CH2:3][CH3:4].[C:28]1(B(O)O)[CH:33]=[CH:32][CH:31]=[CH:30][CH:29]=1.C(N(CC)CC)C.N1C=CC=CC=1. Given the product [CH2:1]([C:5]1[N:6]=[C:7]([CH3:27])[N:8]([C:28]2[CH:33]=[CH:32][CH:31]=[CH:30][CH:29]=2)[C:9](=[O:26])[C:10]=1[CH2:11][C:12]1[CH:17]=[CH:16][C:15]([C:18]2[C:19]([C:24]#[N:25])=[CH:20][CH:21]=[CH:22][CH:23]=2)=[CH:14][CH:13]=1)[CH2:2][CH2:3][CH3:4], predict the reactants needed to synthesize it. (8) Given the product [CH2:15]([C@@H:22]([CH2:26][N:27]1[CH2:32][CH2:31][C@:30]([C:34]2[CH:39]=[CH:38][CH:37]=[C:36]([OH:40])[CH:35]=2)([CH3:33])[C@@H:29]([CH3:41])[CH2:28]1)[C:6]([O:10][C:11]([CH3:12])([CH3:13])[CH3:14])=[O:5])[C:16]1[CH:17]=[CH:18][CH:19]=[CH:20][CH:21]=1, predict the reactants needed to synthesize it. The reactants are: C([O:5][CH:6]([O:10][C:11]([CH3:14])([CH3:13])[CH3:12])N(C)C)(C)(C)C.[CH2:15]([C@@H:22]([CH2:26][N:27]1[CH2:32][CH2:31][C@:30]([C:34]2[CH:39]=[CH:38][CH:37]=[C:36]([OH:40])[CH:35]=2)([CH3:33])[C@@H:29]([CH3:41])[CH2:28]1)C(O)=O)[C:16]1[CH:21]=[CH:20][CH:19]=[CH:18][CH:17]=1.[OH-].[Na+]. (9) Given the product [CH3:5][O:4][C:2](=[O:3])[N:20]([C@H:17]1[CH2:16][CH2:15][C@H:14]([O:13][C:12]2[CH:22]=[C:8]([F:7])[CH:9]=[CH:10][C:11]=2[N+:23]([O-:25])=[O:24])[CH2:19][CH2:18]1)[CH3:21], predict the reactants needed to synthesize it. The reactants are: Cl[C:2]([O:4][CH3:5])=[O:3].Cl.[F:7][C:8]1[CH:9]=[CH:10][C:11]([N+:23]([O-:25])=[O:24])=[C:12]([CH:22]=1)[O:13][C@H:14]1[CH2:19][CH2:18][C@H:17]([NH:20][CH3:21])[CH2:16][CH2:15]1.C(N(CC)CC)C. (10) Given the product [NH2:8][C:6]1[CH:5]=[CH:4][C:3]([CH2:11][CH2:12][CH2:13][C:14]#[N:15])=[C:2]([F:1])[CH:7]=1, predict the reactants needed to synthesize it. The reactants are: [F:1][C:2]1[CH:7]=[C:6]([N+:8]([O-])=O)[CH:5]=[CH:4][C:3]=1[CH2:11][CH2:12][CH2:13][C:14]#[N:15].[NH4+].[Cl-].